From a dataset of Catalyst prediction with 721,799 reactions and 888 catalyst types from USPTO. Predict which catalyst facilitates the given reaction. (1) Reactant: [O-]Cl=O.[Na+].[CH2:5]([O:12][C:13](=[O:23])[C:14]1[CH:19]=[CH:18][C:17]([CH:20]=[O:21])=[C:16]([F:22])[CH:15]=1)[C:6]1[CH:11]=[CH:10][CH:9]=[CH:8][CH:7]=1.S(=O)(=O)([OH:26])N.Cl. Product: [CH2:5]([O:12][C:13](=[O:23])[C:14]1[CH:19]=[CH:18][C:17]([C:20]([OH:26])=[O:21])=[C:16]([F:22])[CH:15]=1)[C:6]1[CH:11]=[CH:10][CH:9]=[CH:8][CH:7]=1. The catalyst class is: 578. (2) Reactant: [O:1]1[CH2:3][C@@H:2]1[CH2:4][N:5]1[C:13]2[C:8](=[CH:9][C:10]([N:14]3[CH:19]=[CH:18][C:17]([C:20]4[CH:25]=[CH:24][C:23]([C:26]([F:29])([F:28])[F:27])=[CH:22][CH:21]=4)=[CH:16][C:15]3=[O:30])=[CH:11][CH:12]=2)[CH:7]=[N:6]1.[CH3:31][NH:32][CH3:33].[ClH:34]. Product: [ClH:34].[CH3:31][N:32]([CH3:33])[CH2:3][C@@H:2]([OH:1])[CH2:4][N:5]1[C:13]2[C:8](=[CH:9][C:10]([N:14]3[CH:19]=[CH:18][C:17]([C:20]4[CH:25]=[CH:24][C:23]([C:26]([F:27])([F:29])[F:28])=[CH:22][CH:21]=4)=[CH:16][C:15]3=[O:30])=[CH:11][CH:12]=2)[CH:7]=[N:6]1. The catalyst class is: 217.